From a dataset of Forward reaction prediction with 1.9M reactions from USPTO patents (1976-2016). Predict the product of the given reaction. (1) The product is: [OH:4][CH2:3][CH:2]([C:30]1[CH:29]=[CH:28][C:17]([C:18]([OH:20])=[O:19])=[CH:16][C:15]=1[O:14][CH3:13])[CH3:12]. Given the reactants Br[C:2](=[CH2:12])[CH2:3][O:4]CC1C=CC=CC=1.[CH3:13][O:14][C:15]1[CH:16]=[C:17]([CH:28]=[CH:29][C:30]=1B1OC(C)(C)C(C)(C)O1)[C:18]([O:20]CC1C=CC=CC=1)=[O:19], predict the reaction product. (2) Given the reactants [CH3:1][O:2][C:3]1[CH:8]=[CH:7][C:6]([C:9]2[C:17]3[O:16][CH:15]([CH2:18][NH2:19])[CH2:14][C:13]=3[CH:12]=[CH:11][CH:10]=2)=[CH:5][CH:4]=1.C(N(C(C)C)CC)(C)C.Cl[C:30]([O:32][CH2:33][C:34]1[CH:39]=[CH:38][CH:37]=[CH:36][CH:35]=1)=[O:31], predict the reaction product. The product is: [CH2:33]([O:32][C:30](=[O:31])[NH:19][CH2:18][CH:15]1[CH2:14][C:13]2[CH:12]=[CH:11][CH:10]=[C:9]([C:6]3[CH:7]=[CH:8][C:3]([O:2][CH3:1])=[CH:4][CH:5]=3)[C:17]=2[O:16]1)[C:34]1[CH:39]=[CH:38][CH:37]=[CH:36][CH:35]=1. (3) The product is: [CH3:1][C:2]1([CH3:26])[N:5]([CH2:6][CH2:7][CH2:8][C:9]2[CH:14]=[CH:13][CH:12]=[CH:11][CH:10]=2)[N:4]([CH:15]2[CH:22]3[CH2:23][CH:18]4[CH2:19][CH:20]([CH2:24][CH:16]2[CH2:17]4)[CH2:21]3)[C:3]1=[O:25]. Given the reactants [CH3:1][C:2]1([CH3:26])[N:5]([CH2:6]/[CH:7]=[CH:8]/[C:9]2[CH:14]=[CH:13][CH:12]=[CH:11][CH:10]=2)[N:4]([CH:15]2[CH:22]3[CH2:23][CH:18]4[CH2:19][CH:20]([CH2:24][CH:16]2[CH2:17]4)[CH2:21]3)[C:3]1=[O:25], predict the reaction product. (4) Given the reactants [CH3:1][CH2:2][O:3][C:4]([CH2:6][C:7]#[N:8])=[O:5].[CH:9](=O)[CH:10]([CH3:12])[CH3:11], predict the reaction product. The product is: [C:7]([C:6](=[CH:9][CH:10]([CH3:12])[CH3:11])[C:4]([O:3][CH2:2][CH3:1])=[O:5])#[N:8]. (5) The product is: [Cl:19][C:20]1[CH:25]=[CH:24][CH:23]=[CH:22][C:21]=1[N:26]1[C:30]2=[N:31][CH:32]=[N:33][C:34]([O:35][C@@H:36]([CH2:46][O:47][C@H:48]([CH3:61])[CH2:49][OH:50])[C:37]([NH:39][C:40]3[CH:45]=[CH:44][CH:43]=[CH:42][N:41]=3)=[O:38])=[C:29]2[CH:28]=[N:27]1. Given the reactants [F-].C([N+](CCCC)(CCCC)CCCC)CCC.[Cl:19][C:20]1[CH:25]=[CH:24][CH:23]=[CH:22][C:21]=1[N:26]1[C:30]2=[N:31][CH:32]=[N:33][C:34]([O:35][C@@H:36]([CH2:46][O:47][C@H:48]([CH3:61])[CH2:49][O:50][Si](C(C)C)(C(C)C)C(C)C)[C:37]([NH:39][C:40]3[CH:45]=[CH:44][CH:43]=[CH:42][N:41]=3)=[O:38])=[C:29]2[CH:28]=[N:27]1, predict the reaction product. (6) Given the reactants [CH:1]([N:4]1[C:8]([C:9]2[N:10]=[C:11]3[C:17]4[CH:18]=[CH:19][C:20]([C:22]5[CH:23]=[N:24][N:25]([C:27]([CH3:34])([CH3:33])[C:28]([O:30]CC)=[O:29])[CH:26]=5)=[CH:21][C:16]=4[O:15][CH2:14][CH2:13][N:12]3[CH:35]=2)=[N:7][C:6]([CH3:36])=[N:5]1)([CH3:3])[CH3:2].[Li+].[OH-].O.C(O)(=O)CC(CC(O)=O)(C(O)=O)O, predict the reaction product. The product is: [CH:1]([N:4]1[C:8]([C:9]2[N:10]=[C:11]3[C:17]4[CH:18]=[CH:19][C:20]([C:22]5[CH:23]=[N:24][N:25]([C:27]([CH3:34])([CH3:33])[C:28]([OH:30])=[O:29])[CH:26]=5)=[CH:21][C:16]=4[O:15][CH2:14][CH2:13][N:12]3[CH:35]=2)=[N:7][C:6]([CH3:36])=[N:5]1)([CH3:3])[CH3:2]. (7) Given the reactants [NH2:1][CH2:2][CH2:3][CH2:4][N:5]([C@H:18]1[CH2:21][C@@H:20]([C:22]2[O:26][N:25]=[C:24]([N:27]3[C:35]4[C:30](=[CH:31][CH:32]=[CH:33][C:34]=4[F:36])[C:29]([CH:37]([CH3:39])[CH3:38])=[N:28]3)[N:23]=2)[CH2:19]1)[S:6]([C:9]1[CH:14]=[CH:13][CH:12]=[CH:11][C:10]=1[N+:15]([O-:17])=[O:16])(=[O:8])=[O:7].C(N(CC)CC)C.[C:47](Cl)(=[O:49])[CH3:48], predict the reaction product. The product is: [F:36][C:34]1[CH:33]=[CH:32][CH:31]=[C:30]2[C:35]=1[N:27]([C:24]1[N:23]=[C:22]([C@@H:20]3[CH2:21][C@H:18]([N:5]([S:6]([C:9]4[CH:14]=[CH:13][CH:12]=[CH:11][C:10]=4[N+:15]([O-:17])=[O:16])(=[O:7])=[O:8])[CH2:4][CH2:3][CH2:2][NH:1][C:47](=[O:49])[CH3:48])[CH2:19]3)[O:26][N:25]=1)[N:28]=[C:29]2[CH:37]([CH3:39])[CH3:38]. (8) Given the reactants [Mg].II.Br[C:5]1[C:10]([CH3:11])=[CH:9][C:8]([CH3:12])=[CH:7][C:6]=1[CH3:13].[CH3:14][O:15][B:16](OC)[O:17][CH3:18], predict the reaction product. The product is: [CH3:14][O:15][B:16]([O:17][CH3:18])[C:5]1[C:10]([CH3:11])=[CH:9][C:8]([CH3:12])=[CH:7][C:6]=1[CH3:13]. (9) Given the reactants [CH:1]1([N:6]2[CH2:10][CH:9]([C:11]([OH:13])=O)[N:8]([CH3:14])[C:7]2=[O:15])[CH2:5][CH2:4][CH2:3][CH2:2]1.C(N1CCOCC1)C.O.ON1C2C=CC=CC=2N=N1.Cl.C(N=C=NCCCN(C)C)C.[Cl:47][C:48]1[CH:53]=[C:52]([Cl:54])[CH:51]=[CH:50][C:49]=1[CH2:55][NH2:56], predict the reaction product. The product is: [CH:1]1([N:6]2[CH2:10][CH:9]([C:11]([NH:56][CH2:55][C:49]3[CH:50]=[CH:51][C:52]([Cl:54])=[CH:53][C:48]=3[Cl:47])=[O:13])[N:8]([CH3:14])[C:7]2=[O:15])[CH2:2][CH2:3][CH2:4][CH2:5]1.